This data is from Kir2.1 potassium channel HTS with 301,493 compounds. The task is: Binary Classification. Given a drug SMILES string, predict its activity (active/inactive) in a high-throughput screening assay against a specified biological target. The molecule is S=C(N1N=C(C(\N=N\c2ccccc2)C1=O)C)N. The result is 0 (inactive).